Task: Predict the product of the given reaction.. Dataset: Forward reaction prediction with 1.9M reactions from USPTO patents (1976-2016) Given the reactants BrC1C=CC(NC(=CC([O-])=O)C(OC)=O)=C(OC)C=1.[CH3:20][O:21][C:22](=[O:44])[C:23]([NH:28][C:29]1[CH:34]=[CH:33][C:32]([C:35]2[CH:40]=[CH:39][CH:38]=[CH:37][CH:36]=2)=[CH:31][C:30]=1[N+:41]([O-:43])=[O:42])=[CH:24][C:25]([O-:27])=O, predict the reaction product. The product is: [CH3:20][O:21][C:22]([C:23]1[CH:24]=[C:25]([OH:27])[C:34]2[C:29](=[C:30]([N+:41]([O-:43])=[O:42])[CH:31]=[C:32]([C:35]3[CH:40]=[CH:39][CH:38]=[CH:37][CH:36]=3)[CH:33]=2)[N:28]=1)=[O:44].